From a dataset of CYP3A4 inhibition data for predicting drug metabolism from PubChem BioAssay. Regression/Classification. Given a drug SMILES string, predict its absorption, distribution, metabolism, or excretion properties. Task type varies by dataset: regression for continuous measurements (e.g., permeability, clearance, half-life) or binary classification for categorical outcomes (e.g., BBB penetration, CYP inhibition). Dataset: cyp3a4_veith. (1) The compound is CN1C(=O)C(CC(N)=O)N(NC(=O)c2ccc(Cl)cc2)C1=S. The result is 0 (non-inhibitor). (2) The result is 1 (inhibitor). The molecule is Cc1nn(-c2ccc(F)cc2)c(C)c1NS(=O)(=O)c1ccc2ccccc2c1. (3) The molecule is COc1ccc(N2C(=O)CCC(C(=O)Nc3ccccn3)C2c2ccc(OC)c(OC)c2)cc1. The result is 1 (inhibitor). (4) The compound is C[C@]1(CO)[C@H]2CC[C@H]3C[C@H]4C[C@@]3(CC[C@]4(O)COC(=O)CN)[C@]2(C)CC[C@H]1O. The result is 0 (non-inhibitor).